Dataset: Reaction yield outcomes from USPTO patents with 853,638 reactions. Task: Predict the reaction yield, written as a fraction of the theoretical maximum amount of product (1.0 means a 100% yield; for example, 0.34 means a 34% yield). (1) The reactants are C[O:2][C:3](=[O:22])[CH:4]([C:11]1[CH:16]=[CH:15][C:14]([C:17]([F:20])([F:19])[F:18])=[C:13]([F:21])[CH:12]=1)[CH2:5][CH:6]1[CH2:10][CH2:9][CH2:8][CH2:7]1.[OH-].[Li+]. The catalyst is O1CCCC1. The product is [CH:6]1([CH2:5][CH:4]([C:11]2[CH:16]=[CH:15][C:14]([C:17]([F:18])([F:19])[F:20])=[C:13]([F:21])[CH:12]=2)[C:3]([OH:22])=[O:2])[CH2:10][CH2:9][CH2:8][CH2:7]1. The yield is 0.640. (2) The reactants are [CH2:1]([NH2:9])[CH2:2][C:3]1[CH:8]=[CH:7][CH:6]=[CH:5][CH:4]=1.[CH2:10]([O:17][C:18]1[CH:23]=[CH:22][C:21]([NH:24][C:25](=[O:31])[C:26](OCC)=[O:27])=[CH:20][C:19]=1[F:32])[C:11]1[CH:16]=[CH:15][CH:14]=[CH:13][CH:12]=1. No catalyst specified. The product is [CH2:10]([O:17][C:18]1[CH:23]=[CH:22][C:21]([NH:24][C:25](=[O:31])[C:26]([NH:9][CH2:1][CH2:2][C:3]2[CH:8]=[CH:7][CH:6]=[CH:5][CH:4]=2)=[O:27])=[CH:20][C:19]=1[F:32])[C:11]1[CH:12]=[CH:13][CH:14]=[CH:15][CH:16]=1. The yield is 0.990. (3) The reactants are [F:1][C:2]1([S:12]([C:15]2[CH:20]=[CH:19][CH:18]=[C:17]([C:21]([F:24])([F:23])[F:22])[CH:16]=2)(=[O:14])=[O:13])[CH2:11][CH2:10][C:5]2(OCC[O:6]2)[CH2:4][CH2:3]1. The catalyst is CO.Cl.O. The product is [F:1][C:2]1([S:12]([C:15]2[CH:20]=[CH:19][CH:18]=[C:17]([C:21]([F:22])([F:23])[F:24])[CH:16]=2)(=[O:14])=[O:13])[CH2:3][CH2:4][C:5](=[O:6])[CH2:10][CH2:11]1. The yield is 0.730. (4) The reactants are [CH2:1]([N:3]([CH2:37][CH3:38])[CH2:4][CH2:5][CH2:6][NH:7][C:8]1[N:9]=[C:10]([C:27]2[CH:28]=[C:29]([CH:33]=[CH:34][C:35]=2[CH3:36])[C:30](O)=[O:31])[C:11]2[CH:17]=[CH:16][C:15](=[O:18])[N:14]([C:19]3[C:24]([F:25])=[CH:23][CH:22]=[CH:21][C:20]=3[F:26])[C:12]=2[N:13]=1)[CH3:2].CN(C(ON1N=[N:54][C:49]2[CH:50]=[CH:51][CH:52]=[CH:53]C1=2)=[N+](C)C)C.F[P-](F)(F)(F)(F)F.C1(N)CCCC1. The catalyst is C(Cl)Cl. The product is [CH:49]1([NH:54][C:30](=[O:31])[C:29]2[CH:33]=[CH:34][C:35]([CH3:36])=[C:27]([C:10]3[C:11]4[CH:17]=[CH:16][C:15](=[O:18])[N:14]([C:19]5[C:24]([F:25])=[CH:23][CH:22]=[CH:21][C:20]=5[F:26])[C:12]=4[N:13]=[C:8]([NH:7][CH2:6][CH2:5][CH2:4][N:3]([CH2:37][CH3:38])[CH2:1][CH3:2])[N:9]=3)[CH:28]=2)[CH2:50][CH2:51][CH2:52][CH2:53]1. The yield is 0.470.